Dataset: Full USPTO retrosynthesis dataset with 1.9M reactions from patents (1976-2016). Task: Predict the reactants needed to synthesize the given product. (1) Given the product [Br:1][C:2]1[CH:7]=[CH:6][C:5]([C:8]([N:13]2[C:21]3[C:16](=[C:17]([NH:22][C:23](=[O:29])[O:24][C:25]([CH3:28])([CH3:27])[CH3:26])[CH:18]=[CH:19][CH:20]=3)[CH:15]=[N:14]2)([CH2:11][CH3:12])[CH:9]([OH:10])[CH3:30])=[CH:4][CH:3]=1, predict the reactants needed to synthesize it. The reactants are: [Br:1][C:2]1[CH:7]=[CH:6][C:5]([C:8]([N:13]2[C:21]3[C:16](=[C:17]([NH:22][C:23](=[O:29])[O:24][C:25]([CH3:28])([CH3:27])[CH3:26])[CH:18]=[CH:19][CH:20]=3)[CH:15]=[N:14]2)([CH2:11][CH3:12])[CH:9]=[O:10])=[CH:4][CH:3]=1.[CH3:30][Mg]Br. (2) Given the product [NH:8]1[C:9]2[C:5](=[CH:4][C:3]([C:1]3[N:14]=[N:13][N:12]([CH2:15][CH2:16][C@@H:17]([NH2:29])[CH2:18][C:19]4[CH:24]=[CH:23][C:22]([C:25]([F:26])([F:28])[F:27])=[CH:21][CH:20]=4)[CH:2]=3)=[CH:11][CH:10]=2)[CH:6]=[N:7]1, predict the reactants needed to synthesize it. The reactants are: [C:1]([C:3]1[CH:4]=[C:5]2[C:9](=[CH:10][CH:11]=1)[NH:8][N:7]=[CH:6]2)#[CH:2].[N:12]([CH2:15][CH2:16][C@@H:17]([NH:29]C(=O)OC(C)(C)C)[CH2:18][C:19]1[CH:24]=[CH:23][C:22]([C:25]([F:28])([F:27])[F:26])=[CH:21][CH:20]=1)=[N+:13]=[N-:14].O=C1O[C@H]([C@H](CO)O)C([O-])=C1O.[Na+].C(Cl)Cl. (3) Given the product [C:1]1([C:7]2[C:12]([C:13]([O:15][CH2:16][CH3:17])=[O:14])=[CH:11][N:10]=[C:9]([NH:28][CH2:27][C:23]3[S:22][CH:26]=[CH:25][CH:24]=3)[N:8]=2)[CH:2]=[CH:3][CH:4]=[CH:5][CH:6]=1, predict the reactants needed to synthesize it. The reactants are: [C:1]1([C:7]2[C:12]([C:13]([O:15][CH2:16][CH3:17])=[O:14])=[CH:11][N:10]=[C:9](S(C)(=O)=O)[N:8]=2)[CH:6]=[CH:5][CH:4]=[CH:3][CH:2]=1.[S:22]1[CH:26]=[CH:25][CH:24]=[C:23]1[CH2:27][NH2:28]. (4) Given the product [F:16][C:2]([F:1])([F:15])[CH2:3][O:4][C:5]1[C:10]2[C:11]([O:14][CH2:18][CH:19]3[CH2:24][CH2:23][N:22]([CH2:25][C:26]4([C:32]([O:34][CH3:35])=[O:33])[CH2:31][CH2:30][O:29][CH2:28][CH2:27]4)[CH2:21][CH2:20]3)=[N:12][O:13][C:9]=2[CH:8]=[CH:7][CH:6]=1, predict the reactants needed to synthesize it. The reactants are: [F:1][C:2]([F:16])([F:15])[CH2:3][O:4][C:5]1[C:10]2[C:11]([OH:14])=[N:12][O:13][C:9]=2[CH:8]=[CH:7][CH:6]=1.O[CH2:18][CH:19]1[CH2:24][CH2:23][N:22]([CH2:25][C:26]2([C:32]([O:34][CH3:35])=[O:33])[CH2:31][CH2:30][O:29][CH2:28][CH2:27]2)[CH2:21][CH2:20]1.C(CP(CCCC)(CCCC)CCCC)#N. (5) The reactants are: C(OC(=O)[NH:7][C:8]1[CH:13]=[CH:12][C:11]([C:14]([F:17])([F:16])[F:15])=[CH:10][C:9]=1[NH:18][C:19](=[O:37])[CH2:20][C:21]([C:23]1[CH:28]=[CH:27][CH:26]=[C:25]([C:29]2[CH:34]=[C:33]([CH3:35])[N:32]=[C:31]([CH3:36])[CH:30]=2)[CH:24]=1)=O)(C)(C)C.C(O)(C(F)(F)F)=O. Given the product [CH3:36][C:31]1[CH:30]=[C:29]([C:25]2[CH:24]=[C:23]([C:21]3[CH2:20][C:19](=[O:37])[NH:18][C:9]4[CH:10]=[C:11]([C:14]([F:15])([F:17])[F:16])[CH:12]=[CH:13][C:8]=4[N:7]=3)[CH:28]=[CH:27][CH:26]=2)[CH:34]=[C:33]([CH3:35])[N:32]=1, predict the reactants needed to synthesize it.